This data is from Forward reaction prediction with 1.9M reactions from USPTO patents (1976-2016). The task is: Predict the product of the given reaction. Given the reactants [CH3:1][C:2]1([CH3:20])[C:10]2[C:5](=[CH:6][CH:7]=[C:8](OS(C(F)(F)F)(=O)=O)[CH:9]=2)[C:4](=[O:19])[CH2:3]1.[Cl:21][C:22]1[C:27]([Cl:28])=[CH:26][CH:25]=[CH:24][C:23]=1B(O)O, predict the reaction product. The product is: [Cl:21][C:22]1[C:27]([Cl:28])=[CH:26][CH:25]=[CH:24][C:23]=1[C:8]1[CH:9]=[C:10]2[C:5](=[CH:6][CH:7]=1)[C:4](=[O:19])[CH2:3][C:2]2([CH3:20])[CH3:1].